This data is from Catalyst prediction with 721,799 reactions and 888 catalyst types from USPTO. The task is: Predict which catalyst facilitates the given reaction. (1) Reactant: [NH:1]1[CH2:4][CH:3]([N:5]2[CH:9]=[C:8]([N:10]3[CH:15]=[CH:14][C:13](=[O:16])[C:12]([CH2:17][C:18]4[CH:23]=[CH:22][CH:21]=[C:20]([C:24]5[N:29]=[CH:28][C:27]([O:30][CH2:31][CH3:32])=[CH:26][N:25]=5)[CH:19]=4)=[N:11]3)[CH:7]=[N:6]2)[CH2:2]1.[C:33]([O-])([O-])=O.[Cs+].[Cs+].IC.[NH4+].[Cl-]. Product: [CH2:31]([O:30][C:27]1[CH:26]=[N:25][C:24]([C:20]2[CH:19]=[C:18]([CH:23]=[CH:22][CH:21]=2)[CH2:17][C:12]2[C:13](=[O:16])[CH:14]=[CH:15][N:10]([C:8]3[CH:7]=[N:6][N:5]([CH:3]4[CH2:2][N:1]([CH3:33])[CH2:4]4)[CH:9]=3)[N:11]=2)=[N:29][CH:28]=1)[CH3:32]. The catalyst class is: 3. (2) Reactant: [N+:1]([C:4]1[CH:5]=[C:6]([C:10]2[N:11]=[C:12]([C:15]3[C:16]([NH2:21])=[N:17][CH:18]=[N:19][CH:20]=3)[S:13][CH:14]=2)[CH:7]=[CH:8][CH:9]=1)([O-])=O. Product: [NH2:1][C:4]1[CH:5]=[C:6]([C:10]2[N:11]=[C:12]([C:15]3[C:16]([NH2:21])=[N:17][CH:18]=[N:19][CH:20]=3)[S:13][CH:14]=2)[CH:7]=[CH:8][CH:9]=1. The catalyst class is: 19. (3) Reactant: [CH3:1][C:2]1[CH:19]=[C:18]([CH2:20][N:21]2[CH2:26][CH2:25][O:24][CH2:23][CH2:22]2)[CH:17]=[CH:16][C:3]=1[O:4][CH:5]1[CH2:8][N:7](C(OC(C)(C)C)=O)[CH2:6]1.Cl. Product: [NH:7]1[CH2:8][CH:5]([O:4][C:3]2[CH:16]=[CH:17][C:18]([CH2:20][N:21]3[CH2:22][CH2:23][O:24][CH2:25][CH2:26]3)=[CH:19][C:2]=2[CH3:1])[CH2:6]1. The catalyst class is: 5. (4) Reactant: [F:1][C:2]1[CH:3]=[C:4]([CH2:9][C:10]([NH2:12])=[O:11])[CH:5]=[C:6]([F:8])[CH:7]=1.O.[C:14]([OH:18])(=[O:17])[CH:15]=[O:16].C(=O)(O)[O-].[Na+].C(=O)(O)[O-].S(=O)(=O)(O)[O-].[Na+]. Product: [F:1][C:2]1[CH:3]=[C:4]([CH2:9][C:10]([NH:12][CH:15]([OH:16])[C:14]([OH:18])=[O:17])=[O:11])[CH:5]=[C:6]([F:8])[CH:7]=1. The catalyst class is: 95. (5) Reactant: [CH3:1][C:2]1([CH3:18])[C:6]([CH3:8])([CH3:7])[O:5][B:4]([C:9]2[CH:17]=[CH:16][C:12]([C:13]([OH:15])=O)=[CH:11][CH:10]=2)[O:3]1.[N:19]1([CH:24]2[CH2:29][CH2:28][NH:27][CH2:26][CH2:25]2)[CH2:23][CH2:22][CH2:21][CH2:20]1.ON1C2C=CC=CC=2N=N1.Cl.CN(C)CCCN=C=NCC. Product: [N:19]1([CH:24]2[CH2:29][CH2:28][N:27]([C:13]([C:12]3[CH:11]=[CH:10][C:9]([B:4]4[O:5][C:6]([CH3:7])([CH3:8])[C:2]([CH3:1])([CH3:18])[O:3]4)=[CH:17][CH:16]=3)=[O:15])[CH2:26][CH2:25]2)[CH2:23][CH2:22][CH2:21][CH2:20]1. The catalyst class is: 3.